The task is: Predict the reactants needed to synthesize the given product.. This data is from Full USPTO retrosynthesis dataset with 1.9M reactions from patents (1976-2016). (1) Given the product [F:24][C:12]([F:11])([F:23])[C:13]1[CH:14]=[CH:15][C:16]([S:19]([N:6]2[CH2:5][CH2:4][N:3]3[CH2:7][C@@H:8]([OH:10])[CH2:9][C@@H:2]3[CH2:1]2)(=[O:21])=[O:20])=[CH:17][CH:18]=1, predict the reactants needed to synthesize it. The reactants are: [CH2:1]1[NH:6][CH2:5][CH2:4][N:3]2[CH2:7][C@@H:8]([OH:10])[CH2:9][C@H:2]12.[F:11][C:12]([F:24])([F:23])[C:13]1[CH:18]=[CH:17][C:16]([S:19](Cl)(=[O:21])=[O:20])=[CH:15][CH:14]=1.C(N(CC)CC)C. (2) Given the product [Si:1]([O:18][CH2:19][C:20]([C:23]1[CH:27]=[C:26]([NH:28][C:29]([NH:31][C@@H:32]2[C:41]3[C:36](=[CH:37][CH:38]=[CH:39][CH:40]=3)[C@H:35]([O:42][C:43]3[CH:44]=[CH:45][C:46]4[N:47]([C:49]([N:52]5[CH2:57][CH2:56][CH2:55][CH2:54][C@@H:53]5[CH3:58])=[N:50][N:51]=4)[CH:48]=3)[CH2:34][CH2:33]2)=[O:30])[N:25]([C:59]2[CH:64]=[CH:63][CH:62]=[C:61]([O:65][CH2:66][CH2:67][OH:68])[CH:60]=2)[N:24]=1)([CH3:21])[CH3:22])([C:14]([CH3:15])([CH3:17])[CH3:16])([C:8]1[CH:13]=[CH:12][CH:11]=[CH:10][CH:9]=1)[C:2]1[CH:3]=[CH:4][CH:5]=[CH:6][CH:7]=1, predict the reactants needed to synthesize it. The reactants are: [Si:1]([O:18][CH2:19][C:20]([C:23]1[CH:27]=[C:26]([NH:28][C:29]([NH:31][C@@H:32]2[C:41]3[C:36](=[CH:37][CH:38]=[CH:39][CH:40]=3)[C@H:35]([O:42][C:43]3[CH:44]=[CH:45][C:46]4[N:47]([C:49]([N:52]5[CH2:57][CH2:56][CH2:55][CH2:54][C@@H:53]5[CH3:58])=[N:50][N:51]=4)[CH:48]=3)[CH2:34][CH2:33]2)=[O:30])[N:25]([C:59]2[CH:64]=[CH:63][CH:62]=[C:61]([O:65][CH2:66][CH2:67][O:68]C3CCCCO3)[CH:60]=2)[N:24]=1)([CH3:22])[CH3:21])([C:14]([CH3:17])([CH3:16])[CH3:15])([C:8]1[CH:13]=[CH:12][CH:11]=[CH:10][CH:9]=1)[C:2]1[CH:7]=[CH:6][CH:5]=[CH:4][CH:3]=1.C1(C)C=CC(S([O-])(=O)=O)=CC=1.[NH+]1C=CC=CC=1. (3) Given the product [Br-:1].[Si:6]([O:5][CH2:4][CH2:3][CH2:2][P+:19]([C:20]1[CH:21]=[CH:22][CH:23]=[CH:24][CH:25]=1)([C:26]1[CH:31]=[CH:30][CH:29]=[CH:28][CH:27]=1)[C:13]1[CH:14]=[CH:15][CH:16]=[CH:17][CH:18]=1)([C:9]([CH3:12])([CH3:11])[CH3:10])([CH3:8])[CH3:7], predict the reactants needed to synthesize it. The reactants are: [Br:1][CH2:2][CH2:3][CH2:4][O:5][Si:6]([C:9]([CH3:12])([CH3:11])[CH3:10])([CH3:8])[CH3:7].[C:13]1([P:19]([C:26]2[CH:31]=[CH:30][CH:29]=[CH:28][CH:27]=2)[C:20]2[CH:25]=[CH:24][CH:23]=[CH:22][CH:21]=2)[CH:18]=[CH:17][CH:16]=[CH:15][CH:14]=1. (4) Given the product [NH2:3][C@@H:12]1[CH2:16][O:15][CH2:14][C@H:13]1[NH:17][C:18](=[O:29])[C:19]1[C:24]([O:25][CH3:26])=[CH:23][CH:22]=[CH:21][C:20]=1[O:27][CH3:28], predict the reactants needed to synthesize it. The reactants are: O=C1C2C(=CC=CC=2)C(=O)[N:3]1[C@@H:12]1[CH2:16][O:15][CH2:14][C@H:13]1[NH:17][C:18](=[O:29])[C:19]1[C:24]([O:25][CH3:26])=[CH:23][CH:22]=[CH:21][C:20]=1[O:27][CH3:28].O.NN. (5) Given the product [Cl:1][C:2]1[CH:3]=[CH:4][C:5]([C:10]([C:12]2[CH:13]=[CH:14][C:15]([S:18][CH3:19])=[CH:16][CH:17]=2)=[O:11])=[N:6][C:7]=1[O:8][CH3:9], predict the reactants needed to synthesize it. The reactants are: [Cl:1][C:2]1[CH:3]=[CH:4][C:5]([CH:10]([C:12]2[CH:17]=[CH:16][C:15]([S:18][CH3:19])=[CH:14][CH:13]=2)[OH:11])=[N:6][C:7]=1[O:8][CH3:9]. (6) Given the product [C:1]([C:5]1[O:9][N:8]=[C:7]([NH:10][C:11]([NH:13][C:14]2[CH:19]=[CH:18][CH:17]=[C:16]([O:20][C:36]3[C:35]4[C:30](=[CH:31][C:32]([O:41][CH3:42])=[C:33]([O:39][CH3:40])[CH:34]=4)[N:29]=[C:28]([Cl:27])[N:37]=3)[CH:15]=2)=[O:12])[CH:6]=1)([CH3:4])([CH3:2])[CH3:3], predict the reactants needed to synthesize it. The reactants are: [C:1]([C:5]1[O:9][N:8]=[C:7]([NH:10][C:11]([NH:13][C:14]2[CH:19]=[CH:18][CH:17]=[C:16]([OH:20])[CH:15]=2)=[O:12])[CH:6]=1)([CH3:4])([CH3:3])[CH3:2].CC(C)([O-])C.[K+].[Cl:27][C:28]1[N:37]=[C:36](Cl)[C:35]2[C:30](=[CH:31][C:32]([O:41][CH3:42])=[C:33]([O:39][CH3:40])[CH:34]=2)[N:29]=1. (7) Given the product [Cl:24][C:17]1[CH:18]=[CH:19][N:14]([C:11]2[CH:12]=[CH:13][C:6]3[N:5]=[C:4]([CH:1]4[CH2:3][CH2:2]4)[N:8]([CH3:9])[C:7]=3[CH:10]=2)[C:15](=[O:21])[CH:16]=1, predict the reactants needed to synthesize it. The reactants are: [CH:1]1([C:4]2[N:8]([CH3:9])[C:7]3[CH:10]=[C:11]([N:14]4[CH:19]=[CH:18][C:17](O)=[CH:16][C:15]4=[O:21])[CH:12]=[CH:13][C:6]=3[N:5]=2)[CH2:3][CH2:2]1.P(Cl)(Cl)([Cl:24])=O.CCOC(C)=O. (8) Given the product [C:1]([N:4]1[CH2:5][CH2:6][CH:7]([C:10]([N:58]2[CH2:57][C:56]3[CH:59]=[CH:60][C:61]([C:63]([O:65][CH3:66])=[O:64])=[CH:62][C:55]=3[O:54][CH2:53][C@@H:52]2[C:46]2[CH:47]=[CH:48][CH:49]=[CH:50][CH:51]=2)=[O:12])[CH2:8][CH2:9]1)(=[O:3])[CH3:2], predict the reactants needed to synthesize it. The reactants are: [C:1]([N:4]1[CH2:9][CH2:8][CH:7]([C:10]([OH:12])=O)[CH2:6][CH2:5]1)(=[O:3])[CH3:2].CN(C(ON1N=NC2C=CC=NC1=2)=[N+](C)C)C.F[P-](F)(F)(F)(F)F.CCN(C(C)C)C(C)C.[C:46]1([C@@H:52]2[NH:58][CH2:57][C:56]3[CH:59]=[CH:60][C:61]([C:63]([O:65][CH3:66])=[O:64])=[CH:62][C:55]=3[O:54][CH2:53]2)[CH:51]=[CH:50][CH:49]=[CH:48][CH:47]=1. (9) Given the product [Br:1][C:2]1[CH:3]=[C:4]([CH2:8][C:10]2[S:11][C:12]([CH2:15][CH3:16])=[CH:13][CH:14]=2)[CH:5]=[CH:6][CH:7]=1, predict the reactants needed to synthesize it. The reactants are: [Br:1][C:2]1[CH:3]=[C:4]([CH:8]([C:10]2[S:11][C:12]([CH2:15][CH3:16])=[CH:13][CH:14]=2)O)[CH:5]=[CH:6][CH:7]=1.C([SiH](CC)CC)C.B(F)(F)F.C(=O)([O-])O.[Na+]. (10) Given the product [Na+:15].[Br:1][CH2:2][CH2:3][CH2:4][CH2:5][CH2:6][S:11]([O-:14])(=[O:13])=[O:12], predict the reactants needed to synthesize it. The reactants are: [Br:1][CH2:2][CH2:3][CH2:4][CH2:5][CH2:6]Br.C(O)C.[S:11]([O-:14])([O-:13])=[O:12].[Na+:15].[Na+].